Dataset: Catalyst prediction with 721,799 reactions and 888 catalyst types from USPTO. Task: Predict which catalyst facilitates the given reaction. (1) Reactant: [CH2:1]([O:3][C:4](=[O:9])[CH:5]([C:7]#[N:8])[CH3:6])[CH3:2].CO[B-](OC)(OC)OC.[Na+].[CH:20]([C:22]([CH3:24])=[O:23])=[CH2:21]. Product: [C:7]([C:5]([CH3:6])([CH2:21][CH2:20][C:22](=[O:23])[CH3:24])[C:4]([O:3][CH2:1][CH3:2])=[O:9])#[N:8]. The catalyst class is: 10. (2) Reactant: [CH3:1][C:2]1[CH:10]=[CH:9][CH:8]=[C:4]([C:5]([OH:7])=O)[C:3]=1[OH:11].[C:12](=O)([O-])[O-].[K+].[K+].COS([O:23][CH3:24])(=O)=O. Product: [CH3:12][O:11][C:3]1[C:2]([CH3:1])=[CH:10][CH:9]=[CH:8][C:4]=1[C:5]([O:23][CH3:24])=[O:7]. The catalyst class is: 21. (3) Reactant: [C:1]([O:4][CH2:5][C:6]1[C:24]([F:25])=[C:23]([NH2:26])[C:9]2[C:10](=[O:22])[CH:11]=[C:12]([C:14]3[CH:19]=[CH:18][C:17]([NH2:20])=[C:16]([F:21])[CH:15]=3)[O:13][C:8]=2[C:7]=1[F:27])(=[O:3])[CH3:2].[Br:28][CH2:29][CH2:30][C:31](O)=[O:32].Cl.CN(C)CCCN=C=NCC.O. The catalyst class is: 9. Product: [C:1]([O:4][CH2:5][C:6]1[C:24]([F:25])=[C:23]([NH2:26])[C:9]2[C:10](=[O:22])[CH:11]=[C:12]([C:14]3[CH:19]=[CH:18][C:17]([NH:20][C:31](=[O:32])[CH2:30][CH2:29][Br:28])=[C:16]([F:21])[CH:15]=3)[O:13][C:8]=2[C:7]=1[F:27])(=[O:3])[CH3:2]. (4) Reactant: [Cl:1][C:2]1[CH:7]=[CH:6][C:5]([S:8]([N:11]([CH2:19][C:20]2[CH:21]=[CH:22][C:23]([O:30][CH3:31])=[C:24]([CH:29]=2)[C:25]([O:27]C)=[O:26])[CH2:12][CH:13]2[CH2:18][CH2:17][O:16][CH2:15][CH2:14]2)(=[O:10])=[O:9])=[CH:4][CH:3]=1.O.[OH-].[Li+]. Product: [Cl:1][C:2]1[CH:7]=[CH:6][C:5]([S:8]([N:11]([CH2:19][C:20]2[CH:21]=[CH:22][C:23]([O:30][CH3:31])=[C:24]([CH:29]=2)[C:25]([OH:27])=[O:26])[CH2:12][CH:13]2[CH2:14][CH2:15][O:16][CH2:17][CH2:18]2)(=[O:9])=[O:10])=[CH:4][CH:3]=1. The catalyst class is: 20. (5) Reactant: [CH3:1][N:2]([CH3:8])[C@H:3]1[CH2:7][CH2:6][NH:5][CH2:4]1.C(N(CC)CC)C.[Br:16][C:17]1[C:18](F)=[C:19]2[O:23][C:22]([CH:24]3[CH2:26][CH2:25]3)=[N:21][C:20]2=[C:27]([C:30]#[N:31])[C:28]=1[CH3:29]. Product: [Br:16][C:17]1[C:18]([N:5]2[CH2:6][CH2:7][C@H:3]([N:2]([CH3:8])[CH3:1])[CH2:4]2)=[C:19]2[O:23][C:22]([CH:24]3[CH2:25][CH2:26]3)=[N:21][C:20]2=[C:27]([C:30]#[N:31])[C:28]=1[CH3:29]. The catalyst class is: 16. (6) Reactant: [OH:1][CH:2]1[CH2:7][CH2:6][CH:5]([O:8][C:9]2[CH:14]=[CH:13][C:12]([N:15]3[C:20](=[O:21])[C:19]([CH2:22][C:23]4[CH:28]=[CH:27][C:26]([C:29]5[CH:34]=[CH:33][CH:32]=[CH:31][C:30]=5[C:35]5[NH:39][C:38](=[O:40])[O:37][N:36]=5)=[CH:25][CH:24]=4)=[C:18]([CH2:41][CH2:42][CH3:43])[N:17]=[C:16]3[CH3:44])=[CH:11][CH:10]=2)[CH2:4][CH2:3]1.CC(OI1(OC(C)=O)(OC(C)=O)OC(=O)C2C1=CC=CC=2)=O.C(OCC)(=O)C.S([O-])([O-])(=O)=S.[Na+].[Na+]. Product: [CH3:44][C:16]1[N:15]([C:12]2[CH:11]=[CH:10][C:9]([O:8][CH:5]3[CH2:6][CH2:7][C:2](=[O:1])[CH2:3][CH2:4]3)=[CH:14][CH:13]=2)[C:20](=[O:21])[C:19]([CH2:22][C:23]2[CH:28]=[CH:27][C:26]([C:29]3[CH:34]=[CH:33][CH:32]=[CH:31][C:30]=3[C:35]3[NH:39][C:38](=[O:40])[O:37][N:36]=3)=[CH:25][CH:24]=2)=[C:18]([CH2:41][CH2:42][CH3:43])[N:17]=1. The catalyst class is: 34.